From a dataset of Full USPTO retrosynthesis dataset with 1.9M reactions from patents (1976-2016). Predict the reactants needed to synthesize the given product. (1) Given the product [ClH:29].[C:19](=[O:28])([O:1][CH2:2][CH2:3][NH:4][CH3:5])[O:20][CH2:21][C:22]1[CH:27]=[CH:26][CH:25]=[CH:24][CH:23]=1, predict the reactants needed to synthesize it. The reactants are: [OH:1][CH2:2][CH2:3][N:4](C)[C:5](=O)OC(C)(C)C.N1C=CC=CC=1.[C:19]([Cl:29])(=[O:28])[O:20][CH2:21][C:22]1[CH:27]=[CH:26][CH:25]=[CH:24][CH:23]=1. (2) Given the product [CH2:21]([NH:29][S:17]([C:15]1[CH:14]=[CH:13][C:11]2[N:12]=[C:8]([C:3]3[C:4]([CH3:7])=[N:5][NH:6][C:2]=3[NH2:1])[S:9][C:10]=2[CH:16]=1)(=[O:19])=[O:18])[CH2:22][C:23]1[CH:28]=[CH:27][CH:26]=[CH:25][CH:24]=1, predict the reactants needed to synthesize it. The reactants are: [NH2:1][C:2]1[NH:6][N:5]=[C:4]([CH3:7])[C:3]=1[C:8]1[S:9][C:10]2[CH:16]=[C:15]([S:17](Cl)(=[O:19])=[O:18])[CH:14]=[CH:13][C:11]=2[N:12]=1.[CH2:21]([NH2:29])[CH2:22][C:23]1[CH:28]=[CH:27][CH:26]=[CH:25][CH:24]=1.CN1CCOCC1.